This data is from Forward reaction prediction with 1.9M reactions from USPTO patents (1976-2016). The task is: Predict the product of the given reaction. Given the reactants [CH3:1][N:2]1[C:10]2[C:5](=[CH:6][C:7]([N:11]3[CH2:19][C:18]4[C:13](=[CH:14][C:15]([N+:20]([O-])=O)=[CH:16][CH:17]=4)[C:12]3=[O:23])=[CH:8][CH:9]=2)[CH:4]=[CH:3]1.[Sn](Cl)Cl.C(=O)([O-])[O-].[K+].[K+], predict the reaction product. The product is: [NH2:20][C:15]1[CH:14]=[C:13]2[C:18]([CH2:19][N:11]([C:7]3[CH:6]=[C:5]4[C:10](=[CH:9][CH:8]=3)[N:2]([CH3:1])[CH:3]=[CH:4]4)[C:12]2=[O:23])=[CH:17][CH:16]=1.